From a dataset of Full USPTO retrosynthesis dataset with 1.9M reactions from patents (1976-2016). Predict the reactants needed to synthesize the given product. (1) Given the product [NH2:14][C:10]1[CH:9]=[C:8]([CH2:7][N:6]2[C:2]([CH3:31])([CH3:1])[C:3](=[O:30])[N:4]([C:19]3[CH:24]=[CH:23][C:22]([S:25][C:26]([F:29])([F:28])[F:27])=[CH:21][CH:20]=3)[C:5]2=[O:18])[CH:13]=[CH:12][N:11]=1, predict the reactants needed to synthesize it. The reactants are: [CH3:1][C:2]1([CH3:31])[N:6]([CH2:7][C:8]2[CH:13]=[CH:12][N:11]=[C:10]([NH:14]C(=O)C)[CH:9]=2)[C:5](=[O:18])[N:4]([C:19]2[CH:24]=[CH:23][C:22]([S:25][C:26]([F:29])([F:28])[F:27])=[CH:21][CH:20]=2)[C:3]1=[O:30].[OH-].[Na+]. (2) The reactants are: Cl.Cl.[N:3]1[CH:8]=[CH:7][C:6]([C:9]2[N:13]=[C:12]([CH2:14][NH2:15])[NH:11][N:10]=2)=[CH:5][CH:4]=1.[C:16]([O:22][C:23]1[CH:31]=[C:30]([O:32][C:33](=[O:38])[C:34]([CH3:37])([CH3:36])[CH3:35])[CH:29]=[CH:28][C:24]=1[C:25](O)=[O:26])(=[O:21])[C:17]([CH3:20])([CH3:19])[CH3:18].O.ON1C2C=CC=CC=2N=N1.C(N(CC)CC)C. Given the product [CH3:35][C:34]([CH3:37])([CH3:36])[C:33]([O:32][C:30]1[CH:29]=[CH:28][C:24]([C:25](=[O:26])[NH:15][CH2:14][C:12]2[NH:11][N:10]=[C:9]([C:6]3[CH:5]=[CH:4][N:3]=[CH:8][CH:7]=3)[N:13]=2)=[C:23]([O:22][C:16](=[O:21])[C:17]([CH3:20])([CH3:19])[CH3:18])[CH:31]=1)=[O:38], predict the reactants needed to synthesize it. (3) Given the product [Br:1][C:2]1[C:7]([O:8][CH2:9][C:10]([OH:12])=[O:11])=[CH:6][CH:5]=[C:4]([C:13]([OH:15])=[O:14])[N+:3]=1[O-:16], predict the reactants needed to synthesize it. The reactants are: [Br:1][C:2]1[C:7]([O:8][CH2:9][C:10]([OH:12])=[O:11])=[CH:6][CH:5]=[C:4]([C:13]([OH:15])=[O:14])[N:3]=1.[OH:16]O.O. (4) Given the product [CH2:18]([NH:25][C:2]1[C:3]2[N:4]([C:13](=[O:16])[NH:14][N:15]=2)[C:5]2[C:10]([N:11]=1)=[CH:9][CH:8]=[C:7]([F:12])[CH:6]=2)[C:19]1[CH:24]=[CH:23][CH:22]=[CH:21][CH:20]=1, predict the reactants needed to synthesize it. The reactants are: Cl[C:2]1[C:3]2[N:4]([C:13]([O:16]C)=[N:14][N:15]=2)[C:5]2[C:10]([N:11]=1)=[CH:9][CH:8]=[C:7]([F:12])[CH:6]=2.[CH2:18]([NH2:25])[C:19]1[CH:24]=[CH:23][CH:22]=[CH:21][CH:20]=1. (5) Given the product [N:1]1([C:6]2[C:11]3=[C:12]([C:16]4[CH:17]=[N:18][N:19]([CH3:21])[CH:20]=4)[N:13]=[C:14]([CH3:15])[N:10]3[N:9]=[CH:8][N:7]=2)[CH2:4][CH2:3][CH2:2]1, predict the reactants needed to synthesize it. The reactants are: [NH:1]1[CH2:4][CH2:3][CH2:2]1.Cl[C:6]1[C:11]2=[C:12]([C:16]3[CH:17]=[N:18][N:19]([CH3:21])[CH:20]=3)[N:13]=[C:14]([CH3:15])[N:10]2[N:9]=[CH:8][N:7]=1.C(=O)(O)[O-].[Na+].COC(C)(C)C. (6) Given the product [Br:8][C:6]1[N:7]=[C:2]([NH:11][C:12]2[CH:17]=[CH:16][C:15]([CH2:18][CH2:19][OH:20])=[CH:14][CH:13]=2)[C:3](=[O:10])[N:4]([CH3:9])[CH:5]=1, predict the reactants needed to synthesize it. The reactants are: Br[C:2]1[C:3](=[O:10])[N:4]([CH3:9])[CH:5]=[C:6]([Br:8])[N:7]=1.[NH2:11][C:12]1[CH:17]=[CH:16][C:15]([CH2:18][CH2:19][OH:20])=[CH:14][CH:13]=1.CN1CCCC1=O. (7) Given the product [Cl:1][C:2]1[CH:3]=[C:4]([CH:11]=[CH:12][C:13]=1[Cl:14])[CH2:5][CH:6]([C:7]#[N:8])[C:9]#[N:10], predict the reactants needed to synthesize it. The reactants are: [Cl:1][C:2]1[CH:3]=[C:4]([CH:11]=[CH:12][C:13]=1[Cl:14])[CH:5]=[C:6]([C:9]#[N:10])[C:7]#[N:8].[BH4-].[Na+].Cl. (8) Given the product [Cl:7][C:8]1[CH:9]=[CH:10][C:11]([CH2:14][N:15]2[CH:16]=[C:17]([C:21]3[O:23][N:35]=[C:33]([C:30]4[CH:29]=[CH:28][C:27]([O:26][C:25]([F:24])([F:37])[F:38])=[CH:32][CH:31]=4)[N:34]=3)[CH:18]=[C:19]2[CH3:20])=[CH:12][N:13]=1, predict the reactants needed to synthesize it. The reactants are: C(Cl)(=O)C(Cl)=O.[Cl:7][C:8]1[N:13]=[CH:12][C:11]([CH2:14][N:15]2[C:19]([CH3:20])=[CH:18][C:17]([C:21]([OH:23])=O)=[CH:16]2)=[CH:10][CH:9]=1.[F:24][C:25]([F:38])([F:37])[O:26][C:27]1[CH:32]=[CH:31][C:30]([C:33](=[N:35]O)[NH2:34])=[CH:29][CH:28]=1.C(N(CC)CC)C. (9) Given the product [Br:1][C:2]1[CH:3]=[CH:4][C:5]2[O:10][CH2:9][CH2:8][N:7]([C:19]([O:21][C:22]([CH3:25])([CH3:24])[CH3:23])=[O:20])[C:6]=2[CH:11]=1, predict the reactants needed to synthesize it. The reactants are: [Br:1][C:2]1[CH:3]=[CH:4][C:5]2[O:10][CH2:9][CH2:8][NH:7][C:6]=2[CH:11]=1.CCN(CC)CC.[C:19](O[C:19]([O:21][C:22]([CH3:25])([CH3:24])[CH3:23])=[O:20])([O:21][C:22]([CH3:25])([CH3:24])[CH3:23])=[O:20].